Regression. Given two drug SMILES strings and cell line genomic features, predict the synergy score measuring deviation from expected non-interaction effect. From a dataset of NCI-60 drug combinations with 297,098 pairs across 59 cell lines. Drug 1: C1=NC2=C(N=C(N=C2N1C3C(C(C(O3)CO)O)F)Cl)N. Drug 2: CS(=O)(=O)CCNCC1=CC=C(O1)C2=CC3=C(C=C2)N=CN=C3NC4=CC(=C(C=C4)OCC5=CC(=CC=C5)F)Cl. Cell line: NCI-H322M. Synergy scores: CSS=5.67, Synergy_ZIP=-5.80, Synergy_Bliss=-4.32, Synergy_Loewe=-4.00, Synergy_HSA=-4.40.